This data is from Forward reaction prediction with 1.9M reactions from USPTO patents (1976-2016). The task is: Predict the product of the given reaction. (1) Given the reactants C1(COC2C=C(C3OC=C(C[NH:20][C:21](=[O:29])[C:22]4[C:27]([OH:28])=[CH:26][CH:25]=[CH:24][N:23]=4)N=3)C=CC=2OC)CC1.[C:30](=O)([O-])[O-].[Cs+].[Cs+].O.C(O[CH2:41][CH3:42])(=O)C, predict the reaction product. The product is: [CH2:30]([O:28][C:27]1[C:22]([C:21]([NH2:20])=[O:29])=[N:23][CH:24]=[CH:25][CH:26]=1)[CH2:41][CH3:42]. (2) Given the reactants [Br:1][C:2]1[CH:3]=[CH:4][C:5]([Cl:25])=[C:6]([CH:24]=1)[O:7][C:8]1[CH:13]=[CH:12][C:11]([C:14]2[N:18]=[C:17]([C:19]3[NH:23][N:22]=[N:21][N:20]=3)[O:16][N:15]=2)=[CH:10][CH:9]=1.C(N(CC)CC)C.Br[CH2:34][C:35]([O:37][CH2:38][CH3:39])=[O:36], predict the reaction product. The product is: [Br:1][C:2]1[CH:3]=[CH:4][C:5]([Cl:25])=[C:6]([CH:24]=1)[O:7][C:8]1[CH:13]=[CH:12][C:11]([C:14]2[N:18]=[C:17]([C:19]3[N:20]=[N:21][N:22]([CH2:34][C:35]([O:37][CH2:38][CH3:39])=[O:36])[N:23]=3)[O:16][N:15]=2)=[CH:10][CH:9]=1. (3) Given the reactants [NH2:1][C@@H:2]([C:13]1[CH:18]=[CH:17][C:16]([C:19]([F:22])([F:21])[F:20])=[C:15]([F:23])[CH:14]=1)[CH2:3][CH2:4][NH:5][C:6](=[O:12])[O:7][C:8]([CH3:11])([CH3:10])[CH3:9].O1C[CH2:28][CH:27]([NH:30][C:31]2[N:32]=[CH:33][C:34]3[CH2:40][CH2:39][NH:38][CH2:37][C:35]=3[N:36]=2)[CH2:26]C1.Cl.ClC1C=C(C(C2[O:56][CH:55]=NC=2)N)C=CC=1Cl, predict the reaction product. The product is: [F:23][C:15]1[CH:14]=[C:13]([C@H:2]([NH:1][C:55]([N:38]2[CH2:39][CH2:40][C:34]3[CH:33]=[N:32][C:31]([NH:30][CH:27]([CH3:26])[CH3:28])=[N:36][C:35]=3[CH2:37]2)=[O:56])[CH2:3][CH2:4][NH:5][C:6](=[O:12])[O:7][C:8]([CH3:11])([CH3:9])[CH3:10])[CH:18]=[CH:17][C:16]=1[C:19]([F:20])([F:21])[F:22]. (4) Given the reactants [Br:1][C:2]1[CH:3]=[CH:4][C:5]([C:8]2[CH2:12][C@@H:11]([CH2:13][OH:14])[O:10][N:9]=2)=[N:6][CH:7]=1.C1CCN(C(/N=N/C(N2CCCCC2)=O)=O)CC1.C(P(CCCC)CCCC)CCC.[F:46][C:47]([F:51])([F:50])[CH2:48]O, predict the reaction product. The product is: [Br:1][C:2]1[CH:3]=[CH:4][C:5]([C:8]2[CH2:12][C@@H:11]([CH2:13][O:14][CH2:48][C:47]([F:51])([F:50])[F:46])[O:10][N:9]=2)=[N:6][CH:7]=1. (5) Given the reactants CC(C)([O-])C.[K+].[C:7]1([OH:13])[CH:12]=[CH:11][CH:10]=[CH:9][CH:8]=1.[C:14]([O:18][C:19]([N:21]1[CH2:26][CH2:25][CH2:24][C@H:23]([CH2:27][O:28][C:29]2[C:30](Br)=[N:31][CH:32]=[CH:33][CH:34]=2)[CH2:22]1)=[O:20])([CH3:17])([CH3:16])[CH3:15], predict the reaction product. The product is: [C:14]([O:18][C:19]([N:21]1[CH2:26][CH2:25][CH2:24][C@H:23]([CH2:27][O:28][C:29]2[C:30]([O:13][C:7]3[CH:12]=[CH:11][CH:10]=[CH:9][CH:8]=3)=[N:31][CH:32]=[CH:33][CH:34]=2)[CH2:22]1)=[O:20])([CH3:17])([CH3:15])[CH3:16]. (6) Given the reactants [Br:1][C:2]1[CH:3]=[C:4]([N+:12]([O-])=O)[C:5]([OH:11])=[C:6]([C:8](=[O:10])[CH3:9])[CH:7]=1.[NH4+].[Cl-], predict the reaction product. The product is: [NH2:12][C:4]1[C:5]([OH:11])=[C:6]([C:8](=[O:10])[CH3:9])[CH:7]=[C:2]([Br:1])[CH:3]=1. (7) Given the reactants [C:1]([O:5][C:6](=[O:24])[NH:7][CH:8]([C:13]1[CH:18]=[CH:17][C:16]([O:19][C:20]([F:23])([F:22])[F:21])=[CH:15][CH:14]=1)[CH2:9][C:10]([NH2:12])=O)([CH3:4])([CH3:3])[CH3:2].S(Cl)(Cl)=O, predict the reaction product. The product is: [C:1]([O:5][C:6](=[O:24])[NH:7][CH:8]([C:13]1[CH:14]=[CH:15][C:16]([O:19][C:20]([F:22])([F:23])[F:21])=[CH:17][CH:18]=1)[CH2:9][C:10]#[N:12])([CH3:4])([CH3:2])[CH3:3]. (8) Given the reactants [Cl:1][C:2]1[CH:3]=[C:4]([NH:16][C:17]2[C:26]3[C:21](=[CH:22][CH:23]=[CH:24][C:25]=3[O:27][C@@H:28]([CH3:33])[C:29](OC)=[O:30])[N:20]=[CH:19][N:18]=2)[CH:5]=[CH:6][C:7]=1[O:8][CH2:9][C:10]1[CH:15]=[CH:14][CH:13]=[CH:12][N:11]=1.[NH:34]1[CH2:38][CH2:37][C@H:36]([OH:39])[CH2:35]1, predict the reaction product. The product is: [Cl:1][C:2]1[CH:3]=[C:4]([NH:16][C:17]2[C:26]3[C:21](=[CH:22][CH:23]=[CH:24][C:25]=3[O:27][C@@H:28]([CH3:33])[C:29]([N:34]3[CH2:38][CH2:37][C@H:36]([OH:39])[CH2:35]3)=[O:30])[N:20]=[CH:19][N:18]=2)[CH:5]=[CH:6][C:7]=1[O:8][CH2:9][C:10]1[CH:15]=[CH:14][CH:13]=[CH:12][N:11]=1. (9) Given the reactants [C:1]1([CH3:11])[CH:6]=[CH:5][CH:4]=[C:3]([CH2:7][C:8](O)=[O:9])[CH:2]=1.Cl.[CH3:13][NH:14][O:15][CH3:16].Cl.CN(C)CCCN=C=NCC.OC1C2N=NNC=2C=CC=1.C(N(CC)CC)C, predict the reaction product. The product is: [CH3:16][O:15][N:14]([CH3:13])[C:8](=[O:9])[CH2:7][C:3]1[CH:2]=[C:1]([CH3:11])[CH:6]=[CH:5][CH:4]=1.